Predict which catalyst facilitates the given reaction. From a dataset of Catalyst prediction with 721,799 reactions and 888 catalyst types from USPTO. (1) Reactant: C(O)(C(F)(F)F)=O.[Cl:8][C:9]1[C:28]([C:29]2[N:33](C3CCCCO3)[N:32]=[CH:31][CH:30]=2)=[CH:27][C:12]([C:13]([NH:15][C:16]2[CH:21]=[CH:20][C:19]([O:22][C:23]([Cl:26])([F:25])[F:24])=[CH:18][CH:17]=2)=[O:14])=[CH:11][N:10]=1. Product: [Cl:8][C:9]1[C:28]([C:29]2[NH:33][N:32]=[CH:31][CH:30]=2)=[CH:27][C:12]([C:13]([NH:15][C:16]2[CH:21]=[CH:20][C:19]([O:22][C:23]([Cl:26])([F:25])[F:24])=[CH:18][CH:17]=2)=[O:14])=[CH:11][N:10]=1. The catalyst class is: 2. (2) Reactant: [C:1]([OH:13])(=O)[CH2:2][C:3]1[C:4](=[CH:8][CH:9]=[CH:10][CH:11]=1)[C:5]([OH:7])=O.[CH3:14][O:15][C:16]1[CH:21]=[CH:20][C:19]([CH2:22]C(Cl)=O)=[CH:18][CH:17]=1. Product: [CH3:14][O:15][C:16]1[CH:21]=[CH:20][C:19]([CH2:22][C:1]2[O:13][C:5]([C:4]3[C:3]([CH:2]=2)=[CH:11][CH:10]=[CH:9][CH:8]=3)=[O:7])=[CH:18][CH:17]=1. The catalyst class is: 11. (3) Reactant: Br[C:2]1[C:3]([NH:12][C@H:13]2[CH2:17][CH2:16][CH2:15][C@@H:14]2[NH:18][C:19](=[O:25])[O:20][C:21]([CH3:24])([CH3:23])[CH3:22])=[N:4][CH:5]=[C:6]([C:8]([F:11])([F:10])[F:9])[CH:7]=1.[CH3:26]B(O)O.C(=O)([O-])[O-].[K+].[K+]. Product: [CH3:26][C:2]1[C:3]([NH:12][C@H:13]2[CH2:17][CH2:16][CH2:15][C@@H:14]2[NH:18][C:19](=[O:25])[O:20][C:21]([CH3:24])([CH3:23])[CH3:22])=[N:4][CH:5]=[C:6]([C:8]([F:11])([F:10])[F:9])[CH:7]=1. The catalyst class is: 70. (4) Reactant: [Br:1][C:2]1[N:3]=[C:4]2[N:11](CC3C=CC(OC)=CC=3OC)[C:10](=[O:23])[CH2:9][N:8]([C:24]([NH:26][CH:27]([C:30]3[CH:35]=[CH:34][C:33]([O:36][C:37]([F:40])([F:39])[F:38])=[CH:32][CH:31]=3)[CH2:28][CH3:29])=[O:25])[C:5]2=[N:6][CH:7]=1.FC(F)(F)C(O)=O.[OH-].[Na+]. Product: [Br:1][C:2]1[N:3]=[C:4]2[NH:11][C:10](=[O:23])[CH2:9][N:8]([C:24]([NH:26][CH:27]([C:30]3[CH:35]=[CH:34][C:33]([O:36][C:37]([F:40])([F:38])[F:39])=[CH:32][CH:31]=3)[CH2:28][CH3:29])=[O:25])[C:5]2=[N:6][CH:7]=1. The catalyst class is: 6.